This data is from Full USPTO retrosynthesis dataset with 1.9M reactions from patents (1976-2016). The task is: Predict the reactants needed to synthesize the given product. Given the product [C:11]([O:29][C@:5]1([CH2:2][CH:3]=[CH2:4])[C@H:9]([O:10][CH2:11][C:12]2[CH:17]=[CH:16][CH:15]=[CH:14][CH:13]=2)[C@@H:8]([CH2:18][O:19][CH2:20][C:21]2[CH:26]=[CH:25][CH:24]=[CH:23][CH:22]=2)[O:7][C@@H:6]1[O:27][CH3:28])(=[O:10])[C:12]1[CH:17]=[CH:16][CH:15]=[CH:14][CH:13]=1, predict the reactants needed to synthesize it. The reactants are: Cl.[CH2:2]([C@@:5]1([OH:29])[C@H:9]([O:10][CH2:11][C:12]2[CH:17]=[CH:16][CH:15]=[CH:14][CH:13]=2)[C@@H:8]([CH2:18][O:19][CH2:20][C:21]2[CH:26]=[CH:25][CH:24]=[CH:23][CH:22]=2)[O:7][C@@H:6]1[O:27][CH3:28])[CH:3]=[CH2:4].